This data is from Full USPTO retrosynthesis dataset with 1.9M reactions from patents (1976-2016). The task is: Predict the reactants needed to synthesize the given product. (1) Given the product [NH:25]1[CH2:26][CH2:27][CH:22]([O:21][CH2:20][CH2:19][OH:18])[CH2:23][CH2:24]1, predict the reactants needed to synthesize it. The reactants are: C1(C)C=CC(S([O-])(=O)=O)=CC=1.C(C1C=CC([O:18][CH2:19][CH2:20][O:21][CH:22]2[CH2:27][CH2:26][NH+:25](C)[CH2:24][CH2:23]2)=CC=1C)=O.O1C2(CCNCC2)OCC1.[H-].C([Al+]CC(C)C)C(C)C.CCCCCC.[Na]. (2) Given the product [CH2:18]([S:19][C:2]1[CH:7]=[C:6]([F:8])[CH:5]=[C:4]([Br:9])[C:3]=1[O:10][CH3:11])[C:12]1[CH:17]=[CH:16][CH:15]=[CH:14][CH:13]=1, predict the reactants needed to synthesize it. The reactants are: Br[C:2]1[CH:7]=[C:6]([F:8])[CH:5]=[C:4]([Br:9])[C:3]=1[O:10][CH3:11].[C:12]1([CH2:18][SH:19])[CH:17]=[CH:16][CH:15]=[CH:14][CH:13]=1.CC1(C)C2C(=C(P(C3C=CC=CC=3)C3C=CC=CC=3)C=CC=2)OC2C(P(C3C=CC=CC=3)C3C=CC=CC=3)=CC=CC1=2.CCN(C(C)C)C(C)C. (3) Given the product [CH3:1][N:2]1[C:7]2[CH:8]=[CH:9][CH:10]=[C:11]([CH2:12][CH2:13][N:30]3[CH2:31][CH2:32][N:27]([C:23]4[CH:22]=[CH:21][CH:20]=[C:19]5[C:24]=4[CH:25]=[CH:26][C:17]([CH3:16])=[N:18]5)[CH2:28][C@@H:29]3[CH3:33])[C:6]=2[O:5][CH2:4][C:3]1=[O:15], predict the reactants needed to synthesize it. The reactants are: [CH3:1][N:2]1[C:7]2[CH:8]=[CH:9][CH:10]=[C:11]([CH2:12][CH:13]=O)[C:6]=2[O:5][CH2:4][C:3]1=[O:15].[CH3:16][C:17]1[CH:26]=[CH:25][C:24]2[C:19](=[CH:20][CH:21]=[CH:22][C:23]=2[N:27]2[CH2:32][CH2:31][NH:30][C@@H:29]([CH3:33])[CH2:28]2)[N:18]=1. (4) Given the product [CH2:1]([N:3]([CH:4]([CH3:13])[C:5](=[O:6])[C:7]1[CH:12]=[CH:11][CH:10]=[CH:9][CH:8]=1)[S:21]([CH2:20][C:14]1[CH:19]=[CH:18][CH:17]=[CH:16][CH:15]=1)(=[O:23])=[O:22])[CH3:2], predict the reactants needed to synthesize it. The reactants are: [CH2:1]([NH:3][CH:4]([CH3:13])[C:5]([C:7]1[CH:12]=[CH:11][CH:10]=[CH:9][CH:8]=1)=[O:6])[CH3:2].[C:14]1([CH2:20][S:21](Cl)(=[O:23])=[O:22])[CH:19]=[CH:18][CH:17]=[CH:16][CH:15]=1.CCN(CC)CC.